This data is from Reaction yield outcomes from USPTO patents with 853,638 reactions. The task is: Predict the reaction yield, written as a fraction of the theoretical maximum amount of product (1.0 means a 100% yield; for example, 0.34 means a 34% yield). (1) The reactants are [F:1][C:2]1[CH:3]=[C:4]([C:8]2[CH:9]=[C:10]([CH3:26])[C:11]([CH3:25])=[C:12]([CH2:14][NH:15][C:16]3[C:17]([CH3:24])=[C:18]([OH:23])[CH:19]=[CH:20][C:21]=3[CH3:22])[CH:13]=2)[CH:5]=[CH:6][CH:7]=1.C([O-])([O-])=O.[Cs+].[Cs+].Br[CH2:34][C:35]([O:37][CH:38]([CH3:40])[CH3:39])=[O:36].O. The catalyst is CN(C=O)C. The product is [F:1][C:2]1[CH:3]=[C:4]([C:8]2[CH:9]=[C:10]([CH3:26])[C:11]([CH3:25])=[C:12]([CH2:14][NH:15][C:16]3[C:17]([CH3:24])=[C:18]([CH:19]=[CH:20][C:21]=3[CH3:22])[O:23][CH2:34][C:35]([O:37][CH:38]([CH3:40])[CH3:39])=[O:36])[CH:13]=2)[CH:5]=[CH:6][CH:7]=1. The yield is 0.690. (2) The reactants are [NH2:1][C@@H:2]([C:5]([OH:7])=[O:6])[CH2:3][OH:4].[CH:8](=O)[C:9]1[CH:14]=[CH:13][CH:12]=[CH:11][CH:10]=1.[BH4-].[Na+]. The catalyst is [OH-].[Na+]. The product is [CH2:8]([NH:1][C@@H:2]([C:5]([OH:7])=[O:6])[CH2:3][OH:4])[C:9]1[CH:14]=[CH:13][CH:12]=[CH:11][CH:10]=1. The yield is 0.880. (3) The reactants are [Cl:1][C:2]1[CH:29]=[CH:28][CH:27]=[C:26]([Cl:30])[C:3]=1[CH2:4][N:5]1[C:10](=[O:11])[C:9]([CH2:12]OS(C)(=O)=O)=[CH:8][C:7]([C:18]2[CH:23]=[CH:22][C:21]([F:24])=[C:20]([CH3:25])[CH:19]=2)=[N:6]1.[N:31]1([C:37]([O:39][C:40]([CH3:43])([CH3:42])[CH3:41])=[O:38])[CH2:36][CH2:35][NH:34][CH2:33][CH2:32]1. No catalyst specified. The product is [C:40]([O:39][C:37]([N:31]1[CH2:36][CH2:35][N:34]([CH2:12][C:9]2[C:10](=[O:11])[N:5]([CH2:4][C:3]3[C:26]([Cl:30])=[CH:27][CH:28]=[CH:29][C:2]=3[Cl:1])[N:6]=[C:7]([C:18]3[CH:23]=[CH:22][C:21]([F:24])=[C:20]([CH3:25])[CH:19]=3)[CH:8]=2)[CH2:33][CH2:32]1)=[O:38])([CH3:43])([CH3:42])[CH3:41]. The yield is 0.908. (4) The reactants are [Cl:1][C:2]1[N:3]=[CH:4][CH:5]=[C:6]2[C:10]([CH3:11])=[C:9]([CH3:12])[N:8]([CH2:13][CH2:14][O:15][CH3:16])[C:7]=12.[CH3:17][C:18]1[CH:25]=[CH:24][C:21]([CH2:22][NH2:23])=[CH:20][CH:19]=1. No catalyst specified. The product is [ClH:1].[CH3:16][O:15][CH2:14][CH2:13][N:8]1[C:7]2=[C:2]([NH:23][CH2:22][C:21]3[CH:24]=[CH:25][C:18]([CH3:17])=[CH:19][CH:20]=3)[N:3]=[CH:4][CH:5]=[C:6]2[C:10]([CH3:11])=[C:9]1[CH3:12]. The yield is 0.470. (5) The reactants are I[C:2]1[N:7]=[CH:6][C:5]([Br:8])=[CH:4][N:3]=1.[F:9][C:10]([F:26])([F:25])[O:11][C:12]1[CH:17]=[CH:16][C:15](C2C=CC(O)=CC=2)=[CH:14][CH:13]=1.C([O-])([O-])=O.[Na+].[Na+]. The catalyst is C1(C)C=CC=CC=1.O.C1C=CC([P]([Pd]([P](C2C=CC=CC=2)(C2C=CC=CC=2)C2C=CC=CC=2)([P](C2C=CC=CC=2)(C2C=CC=CC=2)C2C=CC=CC=2)[P](C2C=CC=CC=2)(C2C=CC=CC=2)C2C=CC=CC=2)(C2C=CC=CC=2)C2C=CC=CC=2)=CC=1. The product is [Br:8][C:5]1[CH:4]=[N:3][C:2]([C:15]2[CH:14]=[CH:13][C:12]([O:11][C:10]([F:9])([F:25])[F:26])=[CH:17][CH:16]=2)=[N:7][CH:6]=1. The yield is 0.750. (6) The reactants are [CH2:1]([O:8][CH2:9][C:10](Cl)=[O:11])[C:2]1[CH:7]=[CH:6][CH:5]=[CH:4][CH:3]=1.[CH3:13][O:14][C:15](=[O:29])[CH2:16][CH2:17][CH2:18][CH2:19][CH2:20][O:21][C:22]1[CH:27]=[CH:26][C:25]([NH2:28])=[CH:24][CH:23]=1.C(N(CC)CC)C. The catalyst is CC(C)=O. The product is [CH3:13][O:14][C:15](=[O:29])[CH2:16][CH2:17][CH2:18][CH2:19][CH2:20][O:21][C:22]1[CH:27]=[CH:26][C:25]([NH:28][C:10](=[O:11])[CH2:9][O:8][CH2:1][C:2]2[CH:7]=[CH:6][CH:5]=[CH:4][CH:3]=2)=[CH:24][CH:23]=1. The yield is 0.222. (7) The reactants are [Cl:1][C:2]1[CH:7]=[C:6]([Cl:8])[C:5]([CH3:9])=[CH:4][C:3]=1[S:10]([NH:13][C:14]1[N:15]=[N:16][C:17](Cl)=[CH:18][CH:19]=1)(=[O:12])=[O:11].NC1N=NC(Cl)=CC=1.ClC1C=C(Cl)C(C)=CC=1S(Cl)(=O)=O.[N:42]1([S:48]([C:51]2[CH:56]=[CH:55][C:54]([SH:57])=[CH:53][CH:52]=2)(=[O:50])=[O:49])[CH2:47][CH2:46][CH2:45][CH2:44][CH2:43]1.CC(C)([O-])C.[K+].O(C1C=CC=CC=1P(C1C=CC=CC=1)C1C=CC=CC=1)C1C=CC=CC=1P(C1C=CC=CC=1)C1C=CC=CC=1. The catalyst is CN1CCCC1=O.C1C=CC(/C=C/C(/C=C/C2C=CC=CC=2)=O)=CC=1.C1C=CC(/C=C/C(/C=C/C2C=CC=CC=2)=O)=CC=1.C1C=CC(/C=C/C(/C=C/C2C=CC=CC=2)=O)=CC=1.[Pd].[Pd].C(OCC)(=O)C. The product is [Cl:1][C:2]1[CH:7]=[C:6]([Cl:8])[C:5]([CH3:9])=[CH:4][C:3]=1[S:10]([NH:13][C:14]1[N:15]=[N:16][C:17]([S:57][C:54]2[CH:53]=[CH:52][C:51]([S:48]([N:42]3[CH2:47][CH2:46][CH2:45][CH2:44][CH2:43]3)(=[O:49])=[O:50])=[CH:56][CH:55]=2)=[CH:18][CH:19]=1)(=[O:12])=[O:11]. The yield is 0.200. (8) The reactants are [H-].[Na+].[C:3]([CH2:5]P(=O)(OCC)OCC)#[N:4].[C:14]1([CH2:20][CH2:21][CH2:22][CH2:23][C:24]2[O:25][C:26]3[C:35]4[C:34](=O)[CH2:33][CH2:32][C:31]=4[CH:30]=[CH:29][C:27]=3[N:28]=2)[CH:19]=[CH:18][CH:17]=[CH:16][CH:15]=1.[Cl-].[NH4+]. The catalyst is O1CCCC1. The product is [C:14]1([CH2:20][CH2:21][CH2:22][CH2:23][C:24]2[O:25][C:26]3[C:35]4[C:34](=[CH:5][C:3]#[N:4])[CH2:33][CH2:32][C:31]=4[CH:30]=[CH:29][C:27]=3[N:28]=2)[CH:19]=[CH:18][CH:17]=[CH:16][CH:15]=1. The yield is 0.940. (9) The reactants are C(OC(=O)[NH:7][C:8]1[CH:13]=[CH:12][C:11]([O:14][C:15]2[CH:20]=[CH:19][C:18]([C:21](=[O:30])[NH:22][C:23]3[CH:28]=[CH:27][C:26]([Br:29])=[CH:25][CH:24]=3)=[CH:17][C:16]=2[N+:31]([O-:33])=[O:32])=[CH:10][CH:9]=1)(C)(C)C.FC(F)(F)C(O)=O. The catalyst is C(Cl)Cl. The product is [NH2:7][C:8]1[CH:13]=[CH:12][C:11]([O:14][C:15]2[CH:20]=[CH:19][C:18]([C:21]([NH:22][C:23]3[CH:28]=[CH:27][C:26]([Br:29])=[CH:25][CH:24]=3)=[O:30])=[CH:17][C:16]=2[N+:31]([O-:33])=[O:32])=[CH:10][CH:9]=1. The yield is 0.970. (10) The reactants are [CH3:1][O:2][C:3]1[CH:4]=[C:5]2[C:10](=[CH:11][C:12]=1[O:13][CH2:14][C@H:15]1[CH2:17][O:16]1)[N:9]=[CH:8][N:7]=[C:6]2[O:18][C:19]1[CH:20]=[C:21]2[C:25](=[CH:26][CH:27]=1)[NH:24][CH:23]=[C:22]2[CH3:28].[CH:29]([NH2:32])([CH3:31])[CH3:30]. The catalyst is CN(C=O)C. The product is [OH:16][C@H:15]([CH2:17][NH:32][CH:29]([CH3:31])[CH3:30])[CH2:14][O:13][C:12]1[CH:11]=[C:10]2[C:5]([C:6]([O:18][C:19]3[CH:20]=[C:21]4[C:25](=[CH:26][CH:27]=3)[NH:24][CH:23]=[C:22]4[CH3:28])=[N:7][CH:8]=[N:9]2)=[CH:4][C:3]=1[O:2][CH3:1]. The yield is 0.750.